From a dataset of Full USPTO retrosynthesis dataset with 1.9M reactions from patents (1976-2016). Predict the reactants needed to synthesize the given product. (1) Given the product [CH:13]1([N:10]2[CH2:9][C:8]([F:19])([F:18])[C:7](=[O:20])[N:6]([CH3:21])[C:5]3[CH:4]=[N:3][C:2]([NH:37][C:34]4[CH:35]=[C:36]5[C:31](=[CH:32][CH:33]=4)[NH:30][CH:29]=[C:28]5[C:25]4[CH2:26][CH2:27][NH:22][CH2:23][CH:24]=4)=[N:12][C:11]2=3)[CH2:17][CH2:16][CH2:15][CH2:14]1, predict the reactants needed to synthesize it. The reactants are: Cl[C:2]1[N:3]=[CH:4][C:5]2[N:6]([CH3:21])[C:7](=[O:20])[C:8]([F:19])([F:18])[CH2:9][N:10]([CH:13]3[CH2:17][CH2:16][CH2:15][CH2:14]3)[C:11]=2[N:12]=1.[NH:22]1[CH2:27][CH:26]=[C:25]([C:28]2[C:36]3[C:31](=[CH:32][CH:33]=[C:34]([NH2:37])[CH:35]=3)[NH:30][CH:29]=2)[CH2:24][CH2:23]1. (2) Given the product [F:33][C@H:2]1[C@@H:7]2[O:8][CH:9]([C:12]3[CH:17]=[CH:16][CH:15]=[CH:14][CH:13]=3)[O:10][CH2:11][C@H:6]2[O:5][CH2:4][C@@H:3]1[O:18][C:19](=[O:21])[CH3:20], predict the reactants needed to synthesize it. The reactants are: O[C@@H:2]1[C@@H:7]2[O:8][CH:9]([C:12]3[CH:17]=[CH:16][CH:15]=[CH:14][CH:13]=3)[O:10][CH2:11][C@H:6]2[O:5][CH2:4][C@@H:3]1[O:18][C:19](=[O:21])[CH3:20].C([O-])(O)=O.[Na+].C(N(S(F)(F)[F:33])CC)C.